From a dataset of Catalyst prediction with 721,799 reactions and 888 catalyst types from USPTO. Predict which catalyst facilitates the given reaction. (1) The catalyst class is: 15. Product: [NH2:3][C:2]1[S:1][C:11]2[C:6]([N:5]=1)=[CH:7][CH:8]=[C:9]([O:12][C:13]1[CH:14]=[C:15]([NH:21][C:22](=[O:34])[C:23]3[CH:28]=[CH:27][CH:26]=[C:25]([C:29]([C:32]#[N:33])([CH3:31])[CH3:30])[CH:24]=3)[CH:16]=[CH:17][C:18]=1[O:19][CH3:20])[N:10]=2. Reactant: [S-:1][C:2]#[N:3].[K+].[NH2:5][C:6]1[CH:7]=[CH:8][C:9]([O:12][C:13]2[CH:14]=[C:15]([NH:21][C:22](=[O:34])[C:23]3[CH:28]=[CH:27][CH:26]=[C:25]([C:29]([C:32]#[N:33])([CH3:31])[CH3:30])[CH:24]=3)[CH:16]=[CH:17][C:18]=2[O:19][CH3:20])=[N:10][CH:11]=1.BrBr. (2) Reactant: [C:1]([C:9]([OH:11])=[O:10])(=[O:8])[C:2]1[CH:7]=[CH:6][CH:5]=[CH:4][CH:3]=1.[CH3:12][CH2:13][C:14]([CH2:19][O:20][CH2:21][CH:22]=[CH2:23])([CH2:17]O)[CH2:15][OH:16].[CH:33]1(N=C=N[CH:33]2[CH2:38][CH2:37][CH2:36][CH2:35][CH2:34]2)[CH2:38][CH2:37][CH2:36][CH2:35][CH2:34]1. Product: [O:8]=[C:1]([C:2]1[CH:7]=[CH:6][CH:5]=[CH:4][CH:3]=1)[C:9]([O:11][CH2:17][C:14]([CH2:19][O:20][CH2:21][CH:22]=[CH2:23])([CH2:15][O:16][C:9](=[O:10])[C:1](=[O:8])[C:33]1[CH:34]=[CH:35][CH:36]=[CH:37][CH:38]=1)[CH2:13][CH3:12])=[O:10]. The catalyst class is: 143. (3) Reactant: [N:1]([C:4]1[CH:17]=[CH:16][C:7]([C:8]([NH:10][CH2:11][C:12]([F:15])([F:14])[F:13])=[O:9])=[CH:6][C:5]=1[I:18])=[N+:2]=[N-:3].[C:19]([O:23][CH2:24][CH3:25])(=[O:22])[C:20]#[CH:21]. Product: [I:18][C:5]1[CH:6]=[C:7]([C:8]([NH:10][CH2:11][C:12]([F:14])([F:15])[F:13])=[O:9])[CH:16]=[CH:17][C:4]=1[N:1]1[CH:21]=[C:20]([C:19]([O:23][CH2:24][CH3:25])=[O:22])[N:3]=[N:2]1. The catalyst class is: 11. (4) Reactant: [Cr](O[Cr]([O-])(=O)=O)([O-])(=O)=O.[NH+]1C=CC=CC=1.[NH+]1C=CC=CC=1.[F:22][C:23]1[CH:46]=[CH:45][C:26]([CH2:27][O:28][CH2:29][C:30]([NH:32][CH2:33][CH2:34][CH2:35][CH2:36][CH2:37][C:38]2[N:39]=[C:40]([CH2:43][OH:44])[S:41][CH:42]=2)=[O:31])=[CH:25][CH:24]=1. Product: [F:22][C:23]1[CH:24]=[CH:25][C:26]([CH2:27][O:28][CH2:29][C:30]([NH:32][CH2:33][CH2:34][CH2:35][CH2:36][CH2:37][C:38]2[N:39]=[C:40]([CH:43]=[O:44])[S:41][CH:42]=2)=[O:31])=[CH:45][CH:46]=1. The catalyst class is: 4. (5) Reactant: Br[C:2]1[C:3](=[O:10])[N:4]([CH3:9])[N:5]=[C:6]([Cl:8])[CH:7]=1.[NH2:11][C:12]1[N:17]=[CH:16][C:15]([CH:18]2[CH2:23][CH2:22][N:21]([C:24]([O:26][C:27]([CH3:30])([CH3:29])[CH3:28])=[O:25])[CH2:20][CH2:19]2)=[CH:14][CH:13]=1.C1(P(C2C=CC=CC=2)C2C3OC4C(=CC=CC=4P(C4C=CC=CC=4)C4C=CC=CC=4)C(C)(C)C=3C=CC=2)C=CC=CC=1.C(=O)([O-])[O-].[Cs+].[Cs+]. Product: [Cl:8][C:6]1[CH:7]=[C:2]([NH:11][C:12]2[N:17]=[CH:16][C:15]([CH:18]3[CH2:23][CH2:22][N:21]([C:24]([O:26][C:27]([CH3:30])([CH3:29])[CH3:28])=[O:25])[CH2:20][CH2:19]3)=[CH:14][CH:13]=2)[C:3](=[O:10])[N:4]([CH3:9])[N:5]=1. The catalyst class is: 62. (6) Reactant: [NH:1]([CH2:6][C:7]([OH:9])=[O:8])[CH2:2][C:3]([OH:5])=[O:4].[P:10]([OH:13])([OH:12])[OH:11].[CH2:14]=O. Product: [P:10]([CH2:14][N:1]([CH2:6][C:7]([OH:9])=[O:8])[CH2:2][C:3]([OH:5])=[O:4])([OH:13])([OH:12])=[O:11]. The catalyst class is: 6.